Predict the reaction yield, written as a fraction of the theoretical maximum amount of product (1.0 means a 100% yield; for example, 0.34 means a 34% yield). From a dataset of Reaction yield outcomes from USPTO patents with 853,638 reactions. (1) The reactants are [Cl:1][C:2]1[N:10](CC=C)[C:9]2[C:8](=[O:14])[NH:7][C:6](=[O:15])[N:5]([CH2:16][CH2:17][CH:18]([CH3:20])[CH3:19])[C:4]=2[N:3]=1.N1CCOCC1.Cl.C(OCC)C. The catalyst is C1COCC1.C1C=CC([P]([Pd]([P](C2C=CC=CC=2)(C2C=CC=CC=2)C2C=CC=CC=2)([P](C2C=CC=CC=2)(C2C=CC=CC=2)C2C=CC=CC=2)[P](C2C=CC=CC=2)(C2C=CC=CC=2)C2C=CC=CC=2)(C2C=CC=CC=2)C2C=CC=CC=2)=CC=1. The product is [Cl:1][C:2]1[NH:10][C:9]2[C:8](=[O:14])[NH:7][C:6](=[O:15])[N:5]([CH2:16][CH2:17][CH:18]([CH3:20])[CH3:19])[C:4]=2[N:3]=1. The yield is 0.560. (2) The reactants are [O-:1][C:2]#[N:3].[Na+].FC(F)(F)C(O)=O.[CH3:12][NH:13][C:14]1[CH:19]=[CH:18][CH:17]=[C:16]([C:20]2[C:29]3[C:24](=[CH:25][C:26]([O:35][CH3:36])=[C:27]4[O:32][C:31]([CH3:34])([CH3:33])[CH2:30][C:28]4=3)[CH2:23][C:22]([CH3:38])([CH3:37])[N:21]=2)[CH:15]=1.[OH-].[Na+]. The catalyst is O1CCCC1. The product is [CH3:12][N:13]([C:14]1[CH:19]=[CH:18][CH:17]=[C:16]([C:20]2[C:29]3[C:24](=[CH:25][C:26]([O:35][CH3:36])=[C:27]4[O:32][C:31]([CH3:33])([CH3:34])[CH2:30][C:28]4=3)[CH2:23][C:22]([CH3:38])([CH3:37])[N:21]=2)[CH:15]=1)[C:2]([NH2:3])=[O:1]. The yield is 0.670. (3) The reactants are Br[C:2]1[CH:3]=[C:4]2[C:9](=[CH:10][CH:11]=1)[O:8][C:7]([CH3:13])([CH3:12])[CH:6]=[CH:5]2.[Li]CCCC.[CH2:19]([O:26][C:27]1[C:32]([O:33][CH3:34])=[CH:31][C:30]([CH2:35][CH:36]=[O:37])=[CH:29][C:28]=1[O:38][CH3:39])[C:20]1[CH:25]=[CH:24][CH:23]=[CH:22][CH:21]=1. The catalyst is C1COCC1. The product is [CH2:19]([O:26][C:27]1[C:32]([O:33][CH3:34])=[CH:31][C:30]([CH2:35][C:36]([C:2]2[CH:3]=[C:4]3[C:9](=[CH:10][CH:11]=2)[O:8][C:7]([CH3:13])([CH3:12])[CH:6]=[CH:5]3)=[O:37])=[CH:29][C:28]=1[O:38][CH3:39])[C:20]1[CH:21]=[CH:22][CH:23]=[CH:24][CH:25]=1. The yield is 0.200. (4) The reactants are [CH2:1]([O:3][C:4](=[O:15])[CH2:5][CH2:6][C:7]1[CH:12]=[CH:11][CH:10]=[C:9]([NH:13][NH2:14])[CH:8]=1)[CH3:2].[CH3:16][C:17]([CH3:24])([CH3:23])[C:18](=O)[CH2:19][C:20]#[N:21]. The catalyst is CCO. The product is [C:17]([C:18]1[CH:19]=[C:20]([NH2:21])[N:13]([C:9]2[CH:8]=[C:7]([CH2:6][CH2:5][C:4]([O:3][CH2:1][CH3:2])=[O:15])[CH:12]=[CH:11][CH:10]=2)[N:14]=1)([CH3:24])([CH3:23])[CH3:16]. The yield is 0.850. (5) The reactants are Br[C:2]1[CH:3]=[C:4]([N:8]2[CH:12]=[C:11]([CH2:13][OH:14])[N:10]=[CH:9]2)[CH:5]=[CH:6][CH:7]=1.[CH:15]([Sn](CCCC)(CCCC)CCCC)=[CH2:16]. The catalyst is CN(C=O)C.Cl[Pd](Cl)([P](C1C=CC=CC=1)(C1C=CC=CC=1)C1C=CC=CC=1)[P](C1C=CC=CC=1)(C1C=CC=CC=1)C1C=CC=CC=1. The product is [CH:15]([C:2]1[CH:3]=[C:4]([N:8]2[CH:12]=[C:11]([CH2:13][OH:14])[N:10]=[CH:9]2)[CH:5]=[CH:6][CH:7]=1)=[CH2:16]. The yield is 0.510. (6) The reactants are [Br:1][C:2]1[CH:3]=[C:4]([C:8]([O:10][CH3:11])=[O:9])[O:5][C:6]=1Br.[Cl-].[CH3:13][Zn+]. The catalyst is C1COCC1.Cl[Pd](Cl)([P](C1C=CC=CC=1)(C1C=CC=CC=1)C1C=CC=CC=1)[P](C1C=CC=CC=1)(C1C=CC=CC=1)C1C=CC=CC=1. The product is [Br:1][C:2]1[CH:3]=[C:4]([C:8]([O:10][CH3:11])=[O:9])[O:5][C:6]=1[CH3:13]. The yield is 0.510. (7) The reactants are Cl[C:2]1[N:7]=[CH:6][N:5]=[C:4]([NH:8][CH:9]2[CH2:14][CH2:13][CH2:12][N:11](C(OC(C)(C)C)=O)[CH2:10]2)[CH:3]=1.[Cl:22][C:23]1[CH:24]=[C:25]([CH:27]=[CH:28][C:29]=1[F:30])[NH2:26]. The catalyst is CCOC(C)=O. The product is [Cl:22][C:23]1[CH:24]=[C:25]([NH:26][C:2]2[CH:3]=[C:4]([NH:8][CH:9]3[CH2:14][CH2:13][CH2:12][NH:11][CH2:10]3)[N:5]=[CH:6][N:7]=2)[CH:27]=[CH:28][C:29]=1[F:30]. The yield is 0.850. (8) The reactants are [F:1][C:2]1[CH:3]=[C:4]([CH:6]=[CH:7][C:8]=1[N:9]1[CH:13]=[CH:12][CH:11]=[CH:10]1)[NH2:5].C[Al](C)C.[NH:18](/[C:22](/[CH3:28])=[CH:23]\[C:24](OC)=[O:25])[C:19]([CH3:21])=O. The catalyst is C(Cl)Cl. The product is [F:1][C:2]1[CH:3]=[C:4]([N:5]2[C:24](=[O:25])[CH:23]=[C:22]([CH3:28])[N:18]=[C:19]2[CH3:21])[CH:6]=[CH:7][C:8]=1[N:9]1[CH:13]=[CH:12][CH:11]=[CH:10]1. The yield is 0.350. (9) The reactants are [C:1]([O:5][C:6]([N:8]1[CH2:13][CH2:12][CH:11]([O:14][C:15]2[CH:20]=[CH:19][C:18]([Cl:21])=[CH:17][C:16]=2/[CH:22]=[C:23]2\[C:24](=[O:33])[NH:25][C:26]3[C:31]\2=[CH:30][CH:29]=[C:28]([Cl:32])[CH:27]=3)[CH2:10][CH2:9]1)=[O:7])([CH3:4])([CH3:3])[CH3:2]. The catalyst is C(Cl)Cl.CN(C)C1C=CN=CC=1. The product is [C:1]([O:5][C:6]([N:25]1[C:26]2[C:31](=[CH:30][CH:29]=[C:28]([Cl:32])[CH:27]=2)/[C:23](=[CH:22]/[C:16]2[CH:17]=[C:18]([Cl:21])[CH:19]=[CH:20][C:15]=2[O:14][CH:11]2[CH2:12][CH2:13][N:8]([C:6]([O:5][C:1]([CH3:4])([CH3:2])[CH3:3])=[O:7])[CH2:9][CH2:10]2)/[C:24]1=[O:33])=[O:7])([CH3:4])([CH3:3])[CH3:2]. The yield is 0.920. (10) The reactants are [CH3:1][C:2]1[N:7]=[C:6]([C:8]([NH:10][C:11]2[C:12]([C:22]([OH:24])=O)=[N:13][N:14]([CH:16]3[CH2:21][CH2:20][CH2:19][CH2:18][O:17]3)[CH:15]=2)=[O:9])[CH:5]=[CH:4][CH:3]=1.[NH2:25][CH2:26][CH2:27][C:28]#[N:29].CCN=C=NCCCN(C)C.C1C=CC2N(O)N=NC=2C=1.C(=O)([O-])O.[Na+]. The catalyst is CN(C=O)C. The product is [C:26]([CH2:27][CH2:28][NH:29][C:22]([C:12]1[C:11]([NH:10][C:8]([C:6]2[CH:5]=[CH:4][CH:3]=[C:2]([CH3:1])[N:7]=2)=[O:9])=[CH:15][N:14]([CH:16]2[CH2:21][CH2:20][CH2:19][CH2:18][O:17]2)[N:13]=1)=[O:24])#[N:25]. The yield is 0.920.